From a dataset of Reaction yield outcomes from USPTO patents with 853,638 reactions. Predict the reaction yield, written as a fraction of the theoretical maximum amount of product (1.0 means a 100% yield; for example, 0.34 means a 34% yield). (1) The yield is 0.185. The catalyst is C1COCC1. The product is [Cl:1][C:2]1[CH:3]=[CH:4][C:5]([S:8]([N:11]([CH2:17][CH3:18])[C:12](=[CH2:16])[C:13]([NH:46][CH2:45][C:43]2[CH:42]=[CH:41][N:40]=[C:39]([C:36]3[CH:35]=[CH:34][C:33]([O:32][C:31]([F:48])([F:30])[F:47])=[CH:38][CH:37]=3)[CH:44]=2)=[O:15])(=[O:9])=[O:10])=[CH:6][CH:7]=1. The reactants are [Cl:1][C:2]1[CH:7]=[CH:6][C:5]([S:8]([N:11]([CH2:17][CH3:18])[C:12](=[CH2:16])[C:13]([OH:15])=O)(=[O:10])=[O:9])=[CH:4][CH:3]=1.CCOC(OC(OCC)=O)=O.[F:30][C:31]([F:48])([F:47])[O:32][C:33]1[CH:38]=[CH:37][C:36]([C:39]2[CH:44]=[C:43]([CH2:45][NH2:46])[CH:42]=[CH:41][N:40]=2)=[CH:35][CH:34]=1. (2) The reactants are O1CCCCC1[N:7]1[C:15]2[C:10](=[CH:11][C:12]([C:16]3[N:20]=[CH:19][N:18](C(C4C=CC=CC=4)(C4C=CC=CC=4)C4C=CC=CC=4)[N:17]=3)=[CH:13][CH:14]=2)[C:9]([C:40]2[CH:41]=[C:42]([CH:47]=[CH:48][CH:49]=2)[C:43]([O:45]C)=O)=[N:8]1.[OH-].[Li+].ON1C2C=CC=CC=2N=N1.[F:62][C:63]1[CH:69]=[CH:68][C:66]([NH2:67])=[CH:65][CH:64]=1.Cl.C(N=C=NCCCN(C)C)C.Cl. The catalyst is O1CCCC1.O.O1CCOCC1. The product is [NH:18]1[CH:19]=[N:20][C:16]([C:12]2[CH:11]=[C:10]3[C:15](=[CH:14][CH:13]=2)[NH:7][N:8]=[C:9]3[C:40]2[CH:41]=[C:42]([C:43]([NH:67][C:66]3[CH:68]=[CH:69][C:63]([F:62])=[CH:64][CH:65]=3)=[O:45])[CH:47]=[CH:48][CH:49]=2)=[N:17]1. The yield is 0.0700. (3) The reactants are Br[C:2]1[CH:3]=[C:4]2[C:9](=[CH:10][CH:11]=1)[N:8]=[CH:7][C:6]([C:12]([O:14][CH2:15][CH3:16])=[O:13])=[C:5]2[NH:17][C:18]1[CH:23]=[CH:22][C:21]([O:24][CH3:25])=[CH:20][CH:19]=1.[B-](F)(F)(F)F.CC([PH+](C(C)(C)C)C(C)(C)C)(C)C.CN.[N:46]12[CH2:56]CCN=C1CCCC[CH2:47]2.[O:57]1CCCC1. The product is [CH3:25][O:24][C:21]1[CH:22]=[CH:23][C:18]([NH:17][C:5]2[C:4]3[C:9](=[CH:10][CH:11]=[C:2]([C:47](=[O:57])[NH:46][CH3:56])[CH:3]=3)[N:8]=[CH:7][C:6]=2[C:12]([O:14][CH2:15][CH3:16])=[O:13])=[CH:19][CH:20]=1. The catalyst is CC1C(P(C2C([CH2-])=CC=CC=2)C2C(C)=CC=CC=2)=CC=CC=1.CC1C(P(C2C([CH2-])=CC=CC=2)C2C(C)=CC=CC=2)=CC=CC=1.CC(O)=O.CC(O)=O.[Pd].[Pd].[C-]#[O+].[C-]#[O+].[C-]#[O+].[C-]#[O+].[C-]#[O+].[C-]#[O+].[Mo]. The yield is 1.00. (4) The catalyst is CO. The product is [C:1]([C:3]1([CH3:16])[CH2:8][CH2:7][CH2:6][N:5]([C:9]([O:11][C:12]([CH3:15])([CH3:14])[CH3:13])=[O:10])[CH2:4]1)#[CH:17]. The reactants are [CH:1]([C:3]1([CH3:16])[CH2:8][CH2:7][CH2:6][N:5]([C:9]([O:11][C:12]([CH3:15])([CH3:14])[CH3:13])=[O:10])[CH2:4]1)=O.[C:17](=O)([O-])[O-].[K+].[K+].[N+](=C(P(=O)(OC)OC)C(=O)C)=[N-]. The yield is 0.730. (5) The reactants are Cl.C([N:9]1[CH2:13][CH2:12][C@@H:11]([C:14]([C:27]#[N:28])([C:21]2[CH:26]=[CH:25][CH:24]=[CH:23][CH:22]=2)[C:15]2[CH:20]=[CH:19][CH:18]=[CH:17][CH:16]=2)[CH2:10]1)C1C=CC=CC=1.C([O-])=O.[NH4+].O. The catalyst is CO.[Pd]. The product is [C:27]([C:14]([C@@H:11]1[CH2:12][CH2:13][NH:9][CH2:10]1)([C:21]1[CH:22]=[CH:23][CH:24]=[CH:25][CH:26]=1)[C:15]1[CH:20]=[CH:19][CH:18]=[CH:17][CH:16]=1)#[N:28]. The yield is 0.997.